This data is from Forward reaction prediction with 1.9M reactions from USPTO patents (1976-2016). The task is: Predict the product of the given reaction. Given the reactants [N+:1]([C:4]1[CH:5]=[CH:6][C:7](O)=[N:8][CH:9]=1)([O-:3])=[O:2].P(Cl)(Cl)(Cl)(Cl)[Cl:12], predict the reaction product. The product is: [Cl:12][C:7]1[CH:6]=[CH:5][C:4]([N+:1]([O-:3])=[O:2])=[CH:9][N:8]=1.